Dataset: Full USPTO retrosynthesis dataset with 1.9M reactions from patents (1976-2016). Task: Predict the reactants needed to synthesize the given product. (1) Given the product [CH2:27]([C:17]1[CH:18]=[C:19]([C:20]2[N:22]=[C:11]([C:7]3[S:8][C:9]([CH3:10])=[C:5]([CH2:1][CH:2]([CH3:3])[CH3:4])[C:6]=3[CH3:14])[O:13][N:21]=2)[CH:24]=[C:25]([CH3:26])[C:16]=1[OH:15])[CH3:28], predict the reactants needed to synthesize it. The reactants are: [CH2:1]([C:5]1[C:6]([CH3:14])=[C:7]([C:11]([OH:13])=O)[S:8][C:9]=1[CH3:10])[CH:2]([CH3:4])[CH3:3].[OH:15][C:16]1[C:25]([CH3:26])=[CH:24][C:19]([C:20]([NH:22]O)=[NH:21])=[CH:18][C:17]=1[CH2:27][CH3:28]. (2) Given the product [Cl:8][C:9]1[C:14]([Cl:15])=[CH:13][CH:12]=[CH:11][C:10]=1[C:16]1[N:20]([CH2:6][C:3]2[CH:4]=[CH:5][S:1][CH:2]=2)[N:19]=[N:18][N:17]=1, predict the reactants needed to synthesize it. The reactants are: [S:1]1[CH:5]=[CH:4][C:3]([CH2:6]O)=[CH:2]1.[Cl:8][C:9]1[C:14]([Cl:15])=[CH:13][CH:12]=[CH:11][C:10]=1[C:16]1[NH:20][N:19]=[N:18][N:17]=1.C1(P(C2C=CC=CC=2)C2C=CC=CC=2)C=CC=CC=1.CCOC(/N=N/C(OCC)=O)=O. (3) Given the product [CH2:34]([O:33][C:31](=[O:32])[CH:30]([O:21][C:16]1[CH:15]=[C:14]2[C:19]([CH:20]=[C:12]([CH2:11][NH2:10])[NH:13]2)=[CH:18][CH:17]=1)[C:36]([O:38][CH2:39][CH3:40])=[O:37])[CH3:35], predict the reactants needed to synthesize it. The reactants are: C(OC(=O)[NH:10][CH2:11][C:12]1[NH:13][C:14]2[C:19]([CH:20]=1)=[CH:18][CH:17]=[C:16]([OH:21])[CH:15]=2)C1C=CC=CC=1.C([O-])([O-])=O.[Cs+].[Cs+].Cl[CH:30]([C:36]([O:38][CH2:39][CH3:40])=[O:37])[C:31]([O:33][CH2:34][CH3:35])=[O:32].